The task is: Predict the product of the given reaction.. This data is from Forward reaction prediction with 1.9M reactions from USPTO patents (1976-2016). (1) The product is: [CH2:34]([O:41][C:42]1[CH:47]=[C:46]([F:48])[CH:45]=[CH:44][C:43]=1[C:49](=[O:51])[CH2:50][Br:1])[C:35]1[CH:36]=[CH:37][CH:38]=[CH:39][CH:40]=1. Given the reactants [Br-:1].[Br-].[Br-].C1([N+](C)(C)C)C=CC=CC=1.C1([N+](C)(C)C)C=CC=CC=1.C1([N+](C)(C)C)C=CC=CC=1.[CH2:34]([O:41][C:42]1[CH:47]=[C:46]([F:48])[CH:45]=[CH:44][C:43]=1[C:49](=[O:51])[CH3:50])[C:35]1[CH:40]=[CH:39][CH:38]=[CH:37][CH:36]=1.CCCCCC.CCOC(C)=O, predict the reaction product. (2) Given the reactants [CH3:1][O:2][CH2:3][CH2:4][CH2:5][O:6][C:7]1[CH:8]=[C:9]([CH:41]=[CH:42][C:43]=1[O:44][CH3:45])[CH2:10][C@H:11]([CH:38]([CH3:40])[CH3:39])[CH2:12][C@H:13]([NH:30]C(OC(C)(C)C)=O)[C@@H:14]([OH:29])[CH2:15][NH:16][C:17]1[C:18](=[O:28])[C:19](=[O:27])[C:20]=1[CH2:21][CH2:22][CH2:23][CH2:24][CH2:25][CH3:26], predict the reaction product. The product is: [CH3:1][O:2][CH2:3][CH2:4][CH2:5][O:6][C:7]1[CH:8]=[C:9]([CH:41]=[CH:42][C:43]=1[O:44][CH3:45])[CH2:10][C@H:11]([CH:38]([CH3:40])[CH3:39])[CH2:12][C@H:13]([NH2:30])[C@@H:14]([OH:29])[CH2:15][NH:16][C:17]1[C:18](=[O:28])[C:19](=[O:27])[C:20]=1[CH2:21][CH2:22][CH2:23][CH2:24][CH2:25][CH3:26]. (3) Given the reactants C([O:5]C([N:8]1[CH2:13][CH2:12][CH:11]([N:14]2[CH2:23][CH2:22][C:21]3[N:20]=[C:19]([CH2:24][CH2:25][CH3:26])[C:18]([C:27]([O:29][CH2:30][CH3:31])=[O:28])=[CH:17][C:16]=3[C:15]2=[O:32])[CH2:10][CH2:9]1)=O)(C)(C)C.[ClH:33].C(OC(C)C)(C)C, predict the reaction product. The product is: [OH2:5].[ClH:33].[ClH:33].[O:32]=[C:15]1[N:14]([CH:11]2[CH2:10][CH2:9][NH:8][CH2:13][CH2:12]2)[CH2:23][CH2:22][C:21]2[N:20]=[C:19]([CH2:24][CH2:25][CH3:26])[C:18]([C:27]([O:29][CH2:30][CH3:31])=[O:28])=[CH:17][C:16]1=2. (4) Given the reactants [CH3:1][C:2]1[CH:3]=[C:4]([CH:19]=[CH:20][C:21]=1[N+:22]([O-])=O)[O:5][CH:6]1[CH2:11][CH2:10][N:9]([C:12]([O:14][C:15]([CH3:18])([CH3:17])[CH3:16])=[O:13])[CH2:8][CH2:7]1.[H][H], predict the reaction product. The product is: [CH3:1][C:2]1[CH:3]=[C:4]([CH:19]=[CH:20][C:21]=1[NH2:22])[O:5][CH:6]1[CH2:11][CH2:10][N:9]([C:12]([O:14][C:15]([CH3:18])([CH3:16])[CH3:17])=[O:13])[CH2:8][CH2:7]1. (5) The product is: [N:1]1[N:12]2[C:4]([N:5]=[C:6]3[C:10](=[C:11]2[C:13]2[CH:14]=[CH:15][C:16]4[O:20][C:19]([CH2:21][CH2:22][N:32]5[CH2:33][CH2:34][C@H:30]([OH:29])[CH2:31]5)=[CH:18][C:17]=4[CH:28]=2)[CH2:9][CH2:8][CH2:7]3)=[CH:3][CH:2]=1. Given the reactants [N:1]1[N:12]2[C:4]([N:5]=[C:6]3[C:10](=[C:11]2[C:13]2[CH:14]=[CH:15][C:16]4[O:20][C:19]([CH2:21][CH2:22]OS(C)(=O)=O)=[CH:18][C:17]=4[CH:28]=2)[CH2:9][CH2:8][CH2:7]3)=[CH:3][CH:2]=1.[OH:29][C@H:30]1[CH2:34][CH2:33][NH:32][CH2:31]1.C(=O)([O-])[O-].[K+].[K+], predict the reaction product.